From a dataset of Full USPTO retrosynthesis dataset with 1.9M reactions from patents (1976-2016). Predict the reactants needed to synthesize the given product. Given the product [CH3:3][C:2]([CH3:26])([O:4][C:5]([N:7]1[CH2:12][CH2:11][N:10]([CH:13]2[CH2:14][CH2:15][NH:16][CH2:17][CH2:18]2)[CH2:9][CH2:8]1)=[O:6])[CH3:1], predict the reactants needed to synthesize it. The reactants are: [CH3:1][C:2]([CH3:26])([O:4][C:5]([N:7]1[CH2:12][CH2:11][N:10]([CH:13]2[CH2:18][CH2:17][N:16](CC3C=CC=CC=3)[CH2:15][CH2:14]2)[CH2:9][CH2:8]1)=[O:6])[CH3:3].